This data is from NCI-60 drug combinations with 297,098 pairs across 59 cell lines. The task is: Regression. Given two drug SMILES strings and cell line genomic features, predict the synergy score measuring deviation from expected non-interaction effect. (1) Drug 1: CC1C(C(CC(O1)OC2CC(OC(C2O)C)OC3=CC4=CC5=C(C(=O)C(C(C5)C(C(=O)C(C(C)O)O)OC)OC6CC(C(C(O6)C)O)OC7CC(C(C(O7)C)O)OC8CC(C(C(O8)C)O)(C)O)C(=C4C(=C3C)O)O)O)O. Drug 2: C1=NC2=C(N1)C(=S)N=CN2. Cell line: EKVX. Synergy scores: CSS=23.9, Synergy_ZIP=-2.98, Synergy_Bliss=-3.13, Synergy_Loewe=-5.01, Synergy_HSA=-1.09. (2) Drug 1: CCC1(CC2CC(C3=C(CCN(C2)C1)C4=CC=CC=C4N3)(C5=C(C=C6C(=C5)C78CCN9C7C(C=CC9)(C(C(C8N6C=O)(C(=O)OC)O)OC(=O)C)CC)OC)C(=O)OC)O.OS(=O)(=O)O. Drug 2: C1=NC2=C(N1)C(=S)N=CN2. Cell line: EKVX. Synergy scores: CSS=9.56, Synergy_ZIP=-4.63, Synergy_Bliss=-3.10, Synergy_Loewe=-0.793, Synergy_HSA=-0.192. (3) Drug 1: CCC1(CC2CC(C3=C(CCN(C2)C1)C4=CC=CC=C4N3)(C5=C(C=C6C(=C5)C78CCN9C7C(C=CC9)(C(C(C8N6C=O)(C(=O)OC)O)OC(=O)C)CC)OC)C(=O)OC)O.OS(=O)(=O)O. Drug 2: CC1=C(C(CCC1)(C)C)C=CC(=CC=CC(=CC(=O)O)C)C. Cell line: SN12C. Synergy scores: CSS=21.3, Synergy_ZIP=-8.55, Synergy_Bliss=-9.68, Synergy_Loewe=-15.8, Synergy_HSA=-2.71. (4) Drug 1: COC1=C(C=C2C(=C1)N=CN=C2NC3=CC(=C(C=C3)F)Cl)OCCCN4CCOCC4. Drug 2: COC1=NC(=NC2=C1N=CN2C3C(C(C(O3)CO)O)O)N. Cell line: SK-MEL-28. Synergy scores: CSS=23.9, Synergy_ZIP=-3.60, Synergy_Bliss=3.01, Synergy_Loewe=1.42, Synergy_HSA=3.52. (5) Drug 1: CC1C(C(=O)NC(C(=O)N2CCCC2C(=O)N(CC(=O)N(C(C(=O)O1)C(C)C)C)C)C(C)C)NC(=O)C3=C4C(=C(C=C3)C)OC5=C(C(=O)C(=C(C5=N4)C(=O)NC6C(OC(=O)C(N(C(=O)CN(C(=O)C7CCCN7C(=O)C(NC6=O)C(C)C)C)C)C(C)C)C)N)C. Synergy scores: CSS=10.3, Synergy_ZIP=-6.88, Synergy_Bliss=-3.23, Synergy_Loewe=-6.59, Synergy_HSA=-2.28. Drug 2: C1=NC2=C(N=C(N=C2N1C3C(C(C(O3)CO)O)O)F)N. Cell line: PC-3. (6) Drug 1: CN1CCC(CC1)COC2=C(C=C3C(=C2)N=CN=C3NC4=C(C=C(C=C4)Br)F)OC. Drug 2: CC1CCCC2(C(O2)CC(NC(=O)CC(C(C(=O)C(C1O)C)(C)C)O)C(=CC3=CSC(=N3)C)C)C. Cell line: K-562. Synergy scores: CSS=36.5, Synergy_ZIP=0.121, Synergy_Bliss=-3.73, Synergy_Loewe=-5.39, Synergy_HSA=-3.70. (7) Drug 1: CS(=O)(=O)CCNCC1=CC=C(O1)C2=CC3=C(C=C2)N=CN=C3NC4=CC(=C(C=C4)OCC5=CC(=CC=C5)F)Cl. Drug 2: CCN(CC)CCCC(C)NC1=C2C=C(C=CC2=NC3=C1C=CC(=C3)Cl)OC. Cell line: MCF7. Synergy scores: CSS=6.72, Synergy_ZIP=-3.71, Synergy_Bliss=0.370, Synergy_Loewe=-4.51, Synergy_HSA=-1.40.